Dataset: Drug-induced liver injury (DILI) classification data. Task: Regression/Classification. Given a drug SMILES string, predict its toxicity properties. Task type varies by dataset: regression for continuous values (e.g., LD50, hERG inhibition percentage) or binary classification for toxic/non-toxic outcomes (e.g., AMES mutagenicity, cardiotoxicity, hepatotoxicity). Dataset: dili. (1) The compound is OC1C(O)C(O)C(O)C(O)C1O. The result is 0 (no liver injury). (2) The drug is COc1cc(O)c(C(=O)c2ccccc2)cc1S(=O)(=O)O. The result is 0 (no liver injury).